Dataset: Catalyst prediction with 721,799 reactions and 888 catalyst types from USPTO. Task: Predict which catalyst facilitates the given reaction. (1) Product: [C:1]([O:5][C:6](=[O:16])[NH:7][C:8]1[CH:9]=[CH:10][C:11]([CH2:14][O:15][C:18]2[CH:23]=[CH:22][CH:21]=[CH:20][N:19]=2)=[CH:12][CH:13]=1)([CH3:4])([CH3:2])[CH3:3]. Reactant: [C:1]([O:5][C:6](=[O:16])[NH:7][C:8]1[CH:13]=[CH:12][C:11]([CH2:14][OH:15])=[CH:10][CH:9]=1)([CH3:4])([CH3:3])[CH3:2].O[C:18]1[CH:23]=[CH:22][CH:21]=[CH:20][N:19]=1.C1(P(C2C=CC=CC=2)C2C=CC=CC=2)C=CC=CC=1.N(C(OC(C)C)=O)=NC(OC(C)C)=O. The catalyst class is: 220. (2) Reactant: [F:1][C:2]1[S:6][C:5]([NH:7][C:8]([C:10]2[CH:14]=[C:13]([CH:15]3[CH2:19][CH2:18][CH2:17][N:16]3[C:20](=[O:24])[CH2:21][NH:22][CH3:23])[S:12][C:11]=2[CH3:25])=[O:9])=[N:4][CH:3]=1.C(N(C(C)C)CC)(C)C.Br[CH2:36][CH2:37][CH2:38][CH2:39][C:40]([O:42][CH3:43])=[O:41].O. Product: [CH3:43][O:42][C:40](=[O:41])[CH2:39][CH2:38][CH2:37][CH2:36][N:22]([CH2:21][C:20]([N:16]1[CH2:17][CH2:18][CH2:19][CH:15]1[C:13]1[S:12][C:11]([CH3:25])=[C:10]([C:8](=[O:9])[NH:7][C:5]2[S:6][C:2]([F:1])=[CH:3][N:4]=2)[CH:14]=1)=[O:24])[CH3:23]. The catalyst class is: 9.